Dataset: Catalyst prediction with 721,799 reactions and 888 catalyst types from USPTO. Task: Predict which catalyst facilitates the given reaction. (1) Reactant: [F:1][C:2]([F:19])([F:18])[C:3]1[CH:8]=[CH:7][C:6]([C:9]2[C:10]([C:15](Cl)=[O:16])=[CH:11][CH:12]=[CH:13][CH:14]=2)=[CH:5][CH:4]=1.[NH2:20][C:21]1[CH:26]=[CH:25][C:24]([CH2:27][CH2:28][C:29]2[N:34]=[C:33]([NH:35][C:36](=[O:38])[CH3:37])[CH:32]=[CH:31][CH:30]=2)=[CH:23][CH:22]=1.C(N(CC)CC)C.C(OCC)(=O)C. Product: [C:36]([NH:35][C:33]1[N:34]=[C:29]([CH2:28][CH2:27][C:24]2[CH:23]=[CH:22][C:21]([NH:20][C:15]([C:10]3[C:9]([C:6]4[CH:7]=[CH:8][C:3]([C:2]([F:19])([F:18])[F:1])=[CH:4][CH:5]=4)=[CH:14][CH:13]=[CH:12][CH:11]=3)=[O:16])=[CH:26][CH:25]=2)[CH:30]=[CH:31][CH:32]=1)(=[O:38])[CH3:37]. The catalyst class is: 30. (2) Product: [ClH:25].[CH3:24][O:23][C:22]1[C:17]2[O:16][N:15]=[C:14]([CH:11]3[CH2:12][CH2:13][NH:8][CH2:9][CH2:10]3)[C:18]=2[CH:19]=[CH:20][CH:21]=1. Reactant: C(OC([N:8]1[CH2:13][CH2:12][CH:11]([C:14]2[C:18]3[CH:19]=[CH:20][CH:21]=[C:22]([O:23][CH3:24])[C:17]=3[O:16][N:15]=2)[CH2:10][CH2:9]1)=O)(C)(C)C.[ClH:25].CO. The catalyst class is: 28. (3) Reactant: [Cl:1][C:2]1[N:7]=[C:6]([C:8]2[CH:13]=[CH:12][N:11]=[C:10]([C:14]#[N:15])[CH:9]=2)[N:5]=[C:4]([NH:16][S:17](=[O:27])(=[O:26])[NH:18][CH2:19][C:20]2[CH:25]=[CH:24][CH:23]=[CH:22][CH:21]=2)[C:3]=1[O:28][C:29]1[CH:34]=[CH:33][CH:32]=[CH:31][C:30]=1[O:35][CH3:36].[N-:37]=[N+:38]=[N-:39].[Na+].[Cl-].[NH4+]. Product: [Cl:1][C:2]1[N:7]=[C:6]([C:8]2[CH:13]=[CH:12][N:11]=[C:10]([C:14]3[NH:39][N:38]=[N:37][N:15]=3)[CH:9]=2)[N:5]=[C:4]([NH:16][S:17](=[O:26])(=[O:27])[NH:18][CH2:19][C:20]2[CH:21]=[CH:22][CH:23]=[CH:24][CH:25]=2)[C:3]=1[O:28][C:29]1[CH:34]=[CH:33][CH:32]=[CH:31][C:30]=1[O:35][CH3:36]. The catalyst class is: 3. (4) Reactant: CN([P+](ON1N=NC2C=CC=CC1=2)(N(C)C)N(C)C)C.F[P-](F)(F)(F)(F)F.C(N(CC)CC)C.[NH2:35][C:36]1[N:44]=[CH:43][CH:42]=[CH:41][C:37]=1[C:38]([OH:40])=O.[C:45]1([C:51]2[CH:52]=[C:53]([CH:56]=[CH:57][CH:58]=2)[CH2:54][NH2:55])[CH:50]=[CH:49][CH:48]=[CH:47][CH:46]=1. Product: [C:45]1([C:51]2[CH:52]=[C:53]([CH2:54][NH:55][C:38](=[O:40])[C:37]3[CH:41]=[CH:42][CH:43]=[N:44][C:36]=3[NH2:35])[CH:56]=[CH:57][CH:58]=2)[CH:46]=[CH:47][CH:48]=[CH:49][CH:50]=1. The catalyst class is: 3. (5) Reactant: [CH:1]1([N:7]2[CH2:11][CH2:10][CH2:9][C:8]2=[O:12])[CH2:6][CH2:5][CH2:4][CH2:3][CH2:2]1.[Li+].CC([N-]C(C)C)C.Br[CH2:22][C:23]1[CH:32]=[CH:31][C:30]2[C:25](=[CH:26][CH:27]=[CH:28][CH:29]=2)[CH:24]=1. Product: [CH:1]1([N:7]2[CH2:11][CH2:10][CH:9]([CH2:22][C:23]3[CH:32]=[CH:31][C:30]4[C:25](=[CH:26][CH:27]=[CH:28][CH:29]=4)[CH:24]=3)[C:8]2=[O:12])[CH2:2][CH2:3][CH2:4][CH2:5][CH2:6]1. The catalyst class is: 1.